From a dataset of Forward reaction prediction with 1.9M reactions from USPTO patents (1976-2016). Predict the product of the given reaction. (1) Given the reactants C1(C)C=CC=CC=1.[C:8]([OH:19])(=O)[CH:9]=[CH:10][CH2:11][CH2:12][CH:13]=[CH:14][CH:15]=[CH:16][CH3:17].CN(C=O)C.S(Cl)([Cl:27])=O, predict the reaction product. The product is: [C:8]([Cl:27])(=[O:19])[CH:9]=[CH:10][CH2:11][CH2:12][CH:13]=[CH:14][CH:15]=[CH:16][CH3:17]. (2) Given the reactants [CH:1]12B[CH:5]([CH2:6][CH2:7][CH2:8]1)[CH2:4][CH2:3][CH2:2]2.[O:10]1[CH2:14][CH2:13][CH2:12][CH2:11]1.[OH-:15].[Na+].OO.Cl, predict the reaction product. The product is: [CH2:12]1[C:1]2([CH2:8][CH2:7][CH2:6][CH2:5][CH2:4][CH2:3][CH2:2]2)[CH2:13][CH2:14][O:10][C:11]1=[O:15]. (3) Given the reactants [F:1][C:2]1[CH:7]=[C:6]([C:8]2[C:9]3[C:10]4[CH:24]=[CH:23][S:22][C:11]=4[C:12](=[O:21])[NH:13][C:14]=3[C:15]([CH3:20])=[CH:16][C:17]=2[O:18][CH3:19])[CH:5]=[CH:4][C:3]=1[CH:25]([CH:36]([CH3:38])[CH3:37])[CH2:26][N:27](C)[C:28](=O)OC(C)(C)C.[ClH:39], predict the reaction product. The product is: [ClH:39].[F:1][C:2]1[CH:7]=[C:6]([C:8]2[C:9]3[C:10]4[CH:24]=[CH:23][S:22][C:11]=4[C:12](=[O:21])[NH:13][C:14]=3[C:15]([CH3:20])=[CH:16][C:17]=2[O:18][CH3:19])[CH:5]=[CH:4][C:3]=1[CH:25]([CH:36]([CH3:38])[CH3:37])[CH2:26][NH:27][CH3:28]. (4) Given the reactants [CH:1]1([N:5]2[CH2:10][CH2:9][N:8]([C:11](=[O:29])[CH2:12][N:13]3[CH2:18][CH2:17][C:16]4=[N:19][N:20]([C:22]5N=N[C:25]([CH3:28])=[CH:26][CH:27]=5)[CH:21]=[C:15]4[CH2:14]3)[CH2:7][CH2:6]2)[CH2:4][CH2:3][CH2:2]1, predict the reaction product. The product is: [CH:1]1([N:5]2[CH2:10][CH2:9][N:8]([C:11](=[O:29])[CH2:12][N:13]3[CH2:18][CH2:17][C:16]4=[N:19][N:20]([CH:22]5[CH2:27][CH2:26][CH2:25][CH2:28]5)[CH:21]=[C:15]4[CH2:14]3)[CH2:7][CH2:6]2)[CH2:4][CH2:3][CH2:2]1.